From a dataset of Forward reaction prediction with 1.9M reactions from USPTO patents (1976-2016). Predict the product of the given reaction. (1) Given the reactants [N:1]1[CH:6]=[CH:5][CH:4]=[CH:3][C:2]=1[CH3:7].[CH2:8]([O:10][C:11](=[O:18])[CH2:12][CH2:13][C:14](=O)[CH2:15]Br)[CH3:9].C(=O)(O)[O-].[Na+], predict the reaction product. The product is: [CH2:8]([O:10][C:11](=[O:18])[CH2:12][CH2:13][C:14]1[CH:7]=[C:2]2[N:1]([CH:15]=1)[CH:6]=[CH:5][CH:4]=[CH:3]2)[CH3:9]. (2) Given the reactants [Cl:1][C:2]1[CH:17]=[C:16]([CH:18]=O)[CH:15]=[CH:14][C:3]=1[O:4][C:5]1[CH:6]=[CH:7][C:8]([C:11]([NH2:13])=[O:12])=[N:9][CH:10]=1.[N:20]1[CH:25]=[CH:24][CH:23]=[C:22]([CH2:26][CH2:27][NH2:28])[CH:21]=1, predict the reaction product. The product is: [Cl:1][C:2]1[CH:17]=[C:16]([CH2:18][NH:28][CH2:27][CH2:26][C:22]2[CH:21]=[N:20][CH:25]=[CH:24][CH:23]=2)[CH:15]=[CH:14][C:3]=1[O:4][C:5]1[CH:6]=[CH:7][C:8]([C:11]([NH2:13])=[O:12])=[N:9][CH:10]=1. (3) The product is: [CH3:1][C:2]1[C:3](=[O:27])[C:4]2[C:9]([C:10](=[O:26])[C:11]=1[CH:12]([C:14](=[O:25])[C@H:15]([CH3:24])[NH2:16])[NH2:13])=[CH:8][CH:7]=[CH:6][CH:5]=2. Given the reactants [CH3:1][C:2]1[C:3](=[O:27])[C:4]2[C:9]([C:10](=[O:26])[C:11]=1[CH:12]([C:14](=[O:25])[C@H:15]([CH3:24])[NH:16]C(OC(C)(C)C)=O)[NH2:13])=[CH:8][CH:7]=[CH:6][CH:5]=2.C(Cl)Cl.C(O)(C(F)(F)F)=O.Cl, predict the reaction product.